This data is from Forward reaction prediction with 1.9M reactions from USPTO patents (1976-2016). The task is: Predict the product of the given reaction. (1) The product is: [Cl:1][C:2]1[CH:7]=[CH:6][CH:5]=[CH:4][C:3]=1[C:8]1[C:9]([C:18]2[CH:19]=[CH:20][C:21]([Cl:24])=[CH:22][CH:23]=2)=[CH:10][C:11]2[N:12]([C:14](=[O:17])[N:15]([CH2:28][CH2:27][C:26]([F:31])([F:30])[F:25])[N:16]=2)[N:13]=1. Given the reactants [Cl:1][C:2]1[CH:7]=[CH:6][CH:5]=[CH:4][C:3]=1[C:8]1[C:9]([C:18]2[CH:23]=[CH:22][C:21]([Cl:24])=[CH:20][CH:19]=2)=[CH:10][C:11]2[N:12]([C:14](=[O:17])[NH:15][N:16]=2)[N:13]=1.[F:25][C:26]([F:31])([F:30])[CH2:27][CH2:28]I.C([O-])([O-])=O.[K+].[K+], predict the reaction product. (2) Given the reactants Cl[C:2]1[N:3]=[C:4]([N:19]2[CH2:24][CH2:23][O:22][CH2:21][CH2:20]2)[C:5]2[S:10][C:9]([C:11]3[CH:12]=[C:13]([OH:17])[CH:14]=[CH:15][CH:16]=3)=[C:8]([CH3:18])[C:6]=2[N:7]=1.[NH2:25][C:26]1[N:31]=[CH:30][C:29](B2OC(C)(C)C(C)(C)O2)=[CH:28][N:27]=1, predict the reaction product. The product is: [NH2:25][C:26]1[N:31]=[CH:30][C:29]([C:2]2[N:3]=[C:4]([N:19]3[CH2:24][CH2:23][O:22][CH2:21][CH2:20]3)[C:5]3[S:10][C:9]([C:11]4[CH:12]=[C:13]([OH:17])[CH:14]=[CH:15][CH:16]=4)=[C:8]([CH3:18])[C:6]=3[N:7]=2)=[CH:28][N:27]=1. (3) The product is: [C:24]([C:22]1[CH:21]=[CH:20][C:3]([C:4]([NH:6][CH2:7][C:8]2[S:9][C:10]([O:13][C:14]3[CH:15]=[CH:16][CH:17]=[CH:18][CH:19]=3)=[CH:11][CH:12]=2)=[O:5])=[C:2]([NH2:1])[N:23]=1)(=[O:26])[CH3:25]. Given the reactants [NH2:1][C:2]1[N:23]=[C:22]([C:24]([O:26]CC)=[CH2:25])[CH:21]=[CH:20][C:3]=1[C:4]([NH:6][CH2:7][C:8]1[S:9][C:10]([O:13][C:14]2[CH:19]=[CH:18][CH:17]=[CH:16][CH:15]=2)=[CH:11][CH:12]=1)=[O:5].CC(C)=O.S(=O)(=O)(O)O.C(=O)(O)[O-].[Na+], predict the reaction product. (4) Given the reactants [Cl:1][C:2]1[C:7]([F:8])=[CH:6][CH:5]=[CH:4][C:3]=1[C@:9]([NH:19][S@@:20]([C:22]([CH3:25])([CH3:24])[CH3:23])=[O:21])([CH3:18])[CH2:10][C:11](OC(C)(C)C)=[O:12].[BH4-].[Li+].CO, predict the reaction product. The product is: [Cl:1][C:2]1[C:7]([F:8])=[CH:6][CH:5]=[CH:4][C:3]=1[C@@:9]([NH:19][S@@:20]([C:22]([CH3:25])([CH3:24])[CH3:23])=[O:21])([CH2:10][CH2:11][OH:12])[CH3:18].